Task: Regression. Given a peptide amino acid sequence and an MHC pseudo amino acid sequence, predict their binding affinity value. This is MHC class I binding data.. Dataset: Peptide-MHC class I binding affinity with 185,985 pairs from IEDB/IMGT (1) The peptide sequence is IPFSEGKAL. The MHC is HLA-B40:01 with pseudo-sequence HLA-B40:01. The binding affinity (normalized) is 0.0847. (2) The peptide sequence is DMEISAYRKL. The MHC is HLA-A02:03 with pseudo-sequence HLA-A02:03. The binding affinity (normalized) is 0.0548. (3) The peptide sequence is AIKPITDQF. The MHC is HLA-B40:01 with pseudo-sequence HLA-B40:01. The binding affinity (normalized) is 0.0847. (4) The peptide sequence is KLYVNGKAY. The MHC is HLA-A69:01 with pseudo-sequence HLA-A69:01. The binding affinity (normalized) is 0.0847. (5) The peptide sequence is YLMTLMKGA. The MHC is HLA-A02:17 with pseudo-sequence HLA-A02:17. The binding affinity (normalized) is 0.314. (6) The peptide sequence is LAYEHDVPI. The MHC is HLA-B51:01 with pseudo-sequence HLA-B51:01. The binding affinity (normalized) is 0.540. (7) The peptide sequence is HLSCKSGFT. The MHC is HLA-A02:01 with pseudo-sequence HLA-A02:01. The binding affinity (normalized) is 0.192.